From a dataset of Peptide-MHC class I binding affinity with 185,985 pairs from IEDB/IMGT. Regression. Given a peptide amino acid sequence and an MHC pseudo amino acid sequence, predict their binding affinity value. This is MHC class I binding data. (1) The peptide sequence is PLFHGGEPIK. The MHC is HLA-A68:01 with pseudo-sequence HLA-A68:01. The binding affinity (normalized) is 0. (2) The peptide sequence is VPGFQALSE. The MHC is Mamu-A2601 with pseudo-sequence Mamu-A2601. The binding affinity (normalized) is 0. (3) The peptide sequence is WYKVFVPRR. The MHC is HLA-A31:01 with pseudo-sequence HLA-A31:01. The binding affinity (normalized) is 0.572. (4) The peptide sequence is TSAPDTRPA. The MHC is HLA-A02:01 with pseudo-sequence HLA-A02:01. The binding affinity (normalized) is 0.342. (5) The peptide sequence is RLLTKPWDV. The MHC is HLA-A24:02 with pseudo-sequence HLA-A24:02. The binding affinity (normalized) is 0. (6) The peptide sequence is LEITDVTTL. The MHC is HLA-B18:01 with pseudo-sequence HLA-B18:01. The binding affinity (normalized) is 0.433.